From a dataset of Forward reaction prediction with 1.9M reactions from USPTO patents (1976-2016). Predict the product of the given reaction. (1) Given the reactants [CH3:1][CH:2]([O:4][C:5]1[CH:6]=[C:7]([NH:10][C:11]2[CH:16]=[CH:15][N:14]=[C:13]([NH:17][CH2:18][C:19]3[O:23][N:22]=[C:21]([C:24]([O:26]CC)=O)[CH:20]=3)[N:12]=2)[NH:8][N:9]=1)[CH3:3].[CH3:29][NH2:30], predict the reaction product. The product is: [CH3:29][NH:30][C:24]([C:21]1[CH:20]=[C:19]([CH2:18][NH:17][C:13]2[N:12]=[C:11]([NH:10][C:7]3[NH:8][N:9]=[C:5]([O:4][CH:2]([CH3:1])[CH3:3])[CH:6]=3)[CH:16]=[CH:15][N:14]=2)[O:23][N:22]=1)=[O:26]. (2) Given the reactants C1(P([N:15]=[N+]=[N-])(C2C=CC=CC=2)=O)C=CC=CC=1.[CH2:18]([O:20][C:21](=[O:31])[CH2:22][N:23]1[CH:27]=[C:26](C(O)=O)[N:25]=[N:24]1)[CH3:19].[O:32]1[CH2:37]COCC1.[CH3:38][C:39]([OH:42])([CH3:41])[CH3:40], predict the reaction product. The product is: [C:39]([O:42][C:37]([NH:15][C:26]1[N:25]=[N:24][N:23]([CH2:22][C:21]([O:20][CH2:18][CH3:19])=[O:31])[CH:27]=1)=[O:32])([CH3:41])([CH3:40])[CH3:38].